From a dataset of Catalyst prediction with 721,799 reactions and 888 catalyst types from USPTO. Predict which catalyst facilitates the given reaction. Reactant: O[C:2]([CH3:30])([CH3:29])[CH2:3][N:4]1[CH2:9][CH2:8][CH:7]([CH2:10][O:11][C:12]2[CH:17]=[CH:16][C:15]([C:18]3[CH:28]=[CH:27][C:21]4[S:22](=[O:26])(=[O:25])[CH2:23][CH2:24][C:20]=4[CH:19]=3)=[CH:14][CH:13]=2)[CH2:6][CH2:5]1.COCCN(S(F)(F)[F:41])CCOC.C([O-])(O)=O.[Na+]. Product: [F:41][C:2]([CH3:30])([CH3:29])[CH2:3][N:4]1[CH2:9][CH2:8][CH:7]([CH2:10][O:11][C:12]2[CH:17]=[CH:16][C:15]([C:18]3[CH:28]=[CH:27][C:21]4[S:22](=[O:26])(=[O:25])[CH2:23][CH2:24][C:20]=4[CH:19]=3)=[CH:14][CH:13]=2)[CH2:6][CH2:5]1. The catalyst class is: 2.